From a dataset of Full USPTO retrosynthesis dataset with 1.9M reactions from patents (1976-2016). Predict the reactants needed to synthesize the given product. (1) Given the product [Br:21][CH:9]([CH2:10][C:11]1[CH:16]=[CH:15][C:14]([N+:17]([O-:19])=[O:18])=[CH:13][CH:12]=1)[C:8]([C:5]1[CH:4]=[CH:3][C:2]([F:1])=[CH:7][CH:6]=1)=[O:20], predict the reactants needed to synthesize it. The reactants are: [F:1][C:2]1[CH:7]=[CH:6][C:5]([C:8](=[O:20])[CH2:9][CH2:10][C:11]2[CH:16]=[CH:15][C:14]([N+:17]([O-:19])=[O:18])=[CH:13][CH:12]=2)=[CH:4][CH:3]=1.[Br-:21]. (2) The reactants are: [NH2:1][C:2]1[C:10]([F:11])=[CH:9][C:5]([C:6]([OH:8])=O)=[CH:4][C:3]=1[F:12].[C:13]([NH:17][C:18](=[O:32])[C:19]1[CH:24]=[CH:23][CH:22]=[C:21]([CH2:25][N:26]2[CH2:31][CH2:30][NH:29][CH2:28][CH2:27]2)[CH:20]=1)([CH3:16])([CH3:15])[CH3:14].C(N(CC)CC)C.CCCP1(OP(CCC)(=O)OP(CCC)(=O)O1)=O. Given the product [NH2:1][C:2]1[C:3]([F:12])=[CH:4][C:5]([C:6]([N:29]2[CH2:28][CH2:27][N:26]([CH2:25][C:21]3[CH:20]=[C:19]([CH:24]=[CH:23][CH:22]=3)[C:18]([NH:17][C:13]([CH3:15])([CH3:16])[CH3:14])=[O:32])[CH2:31][CH2:30]2)=[O:8])=[CH:9][C:10]=1[F:11], predict the reactants needed to synthesize it. (3) Given the product [CH3:1][C:2]([CH3:6])([CH3:5])[CH2:3][O:4][C:8]1[C:17]2[C:12](=[CH:13][CH:14]=[C:15]([I:18])[CH:16]=2)[N:11]=[CH:10][C:9]=1[C:19]#[N:20], predict the reactants needed to synthesize it. The reactants are: [CH3:1][C:2]([CH3:6])([CH3:5])[CH2:3][OH:4].Cl[C:8]1[C:17]2[C:12](=[CH:13][CH:14]=[C:15]([I:18])[CH:16]=2)[N:11]=[CH:10][C:9]=1[C:19]#[N:20].[H-].[K+]. (4) The reactants are: Cl[CH2:2][CH2:3][CH2:4][C:5]([C:11]1[CH:16]=[CH:15][C:14]([O:17][CH3:18])=[C:13]([O:19][CH3:20])[CH:12]=1)([CH:8]([CH3:10])[CH3:9])[C:6]#[N:7].C(=O)([O-])[O-].[K+].[K+].[CH2:27]([NH:29][CH2:30][CH3:31])[CH3:28].[I-].[Na+]. Given the product [CH3:20][O:19][C:13]1[CH:12]=[C:11]([C:5]([CH:8]([CH3:10])[CH3:9])([CH2:4][CH2:3][CH2:2][N:29]([CH2:30][CH3:31])[CH2:27][CH3:28])[C:6]#[N:7])[CH:16]=[CH:15][C:14]=1[O:17][CH3:18], predict the reactants needed to synthesize it. (5) Given the product [O:1]1[CH2:6][CH2:5][CH2:4][O:3][CH:2]1[CH2:7][CH2:8][CH:18]([NH:17][S@@:15]([C:12]([CH3:14])([CH3:13])[CH3:11])=[O:16])[C:19]1([C:25]2[CH:34]=[CH:33][C:32]3[C:27](=[CH:28][CH:29]=[CH:30][CH:31]=3)[CH:26]=2)[CH2:20][CH2:21][CH2:22][CH2:23][CH2:24]1, predict the reactants needed to synthesize it. The reactants are: [O:1]1[CH2:6][CH2:5][CH2:4][O:3][CH:2]1[CH2:7][CH2:8][Mg]Br.[CH3:11][C:12]([S@:15](/[N:17]=[CH:18]/[C:19]1([C:25]2[CH:34]=[CH:33][C:32]3[C:27](=[CH:28][CH:29]=[CH:30][CH:31]=3)[CH:26]=2)[CH2:24][CH2:23][CH2:22][CH2:21][CH2:20]1)=[O:16])([CH3:14])[CH3:13].[O-]S([O-])(=O)=O.[Na+].[Na+].